Dataset: Peptide-MHC class II binding affinity with 134,281 pairs from IEDB. Task: Regression. Given a peptide amino acid sequence and an MHC pseudo amino acid sequence, predict their binding affinity value. This is MHC class II binding data. The peptide sequence is MKSSWGAIWRIDPKK. The MHC is DRB1_0405 with pseudo-sequence DRB1_0405. The binding affinity (normalized) is 0.369.